Dataset: hERG Central: cardiac toxicity at 1µM, 10µM, and general inhibition. Task: Predict hERG channel inhibition at various concentrations. (1) The compound is CNCCC(Oc1ccc(C(F)(F)F)cc1)c1ccccc1.Cl. Results: hERG_inhib (hERG inhibition (general)): blocker. (2) The drug is COc1ccc(S(=O)(=O)NCC(c2cccnc2)N2CCN(Cc3ccccc3)CC2)cc1C. Results: hERG_inhib (hERG inhibition (general)): blocker. (3) The compound is COc1cccc(OC)c1CN1CCCC(C(=O)c2ccccc2SC)C1. Results: hERG_inhib (hERG inhibition (general)): blocker. (4) Results: hERG_inhib (hERG inhibition (general)): blocker. The compound is N#Cc1ccc(COc2ccc(CCO)cc2-n2nc3ccccc3n2)cc1. (5) The drug is CCCCCc1cc(=O)oc2c(C(CCN3CCCCC3)c3ccc4c(c3)OCO4)c(OC)cc(OC)c12. Results: hERG_inhib (hERG inhibition (general)): blocker. (6) The drug is CC(C(=O)Nc1ccccc1-c1ccccc1)N1CCN(Cc2ccccc2)CC1. Results: hERG_inhib (hERG inhibition (general)): blocker. (7) The molecule is Cc1cc(=O)c(C(=O)O)nn1-c1cccc(C(F)(F)F)c1. Results: hERG_inhib (hERG inhibition (general)): blocker. (8) The molecule is CCOC(=O)c1cc(C)sc1NC(=O)CN1CCN(C(=O)c2ccco2)CC1. Results: hERG_inhib (hERG inhibition (general)): blocker. (9) The drug is O=C1c2ccccc2C(=O)C12OC2c1cccc2ccccc12. Results: hERG_inhib (hERG inhibition (general)): blocker. (10) The compound is Cc1ccc2nc(N/N=C/c3ccco3)cc(C)c2c1. Results: hERG_inhib (hERG inhibition (general)): blocker.